This data is from Forward reaction prediction with 1.9M reactions from USPTO patents (1976-2016). The task is: Predict the product of the given reaction. (1) Given the reactants [CH:1]([NH2:14])([C:8]1[CH:13]=[CH:12][CH:11]=[CH:10][CH:9]=1)[C:2]1[CH:7]=[CH:6][CH:5]=[CH:4][CH:3]=1.C(N(CC)CC)C.[Br:22][CH2:23][C:24]1[CH:29]=[CH:28][C:27]([S:30](Cl)(=[O:32])=[O:31])=[CH:26][CH:25]=1.O, predict the reaction product. The product is: [CH:1]([NH:14][S:30]([C:27]1[CH:26]=[CH:25][C:24]([CH2:23][Br:22])=[CH:29][CH:28]=1)(=[O:31])=[O:32])([C:8]1[CH:9]=[CH:10][CH:11]=[CH:12][CH:13]=1)[C:2]1[CH:7]=[CH:6][CH:5]=[CH:4][CH:3]=1. (2) Given the reactants [C:1]([C:3]1[CH:4]=[C:5]([CH:29]=[CH:30][CH:31]=1)[CH2:6][N:7]1[CH:11]=[C:10]([NH:12][C:13]([C:15]2[C:23]3[CH2:22][CH2:21][CH:20](C4C=NNC=4)[CH2:19][C:18]=3[NH:17][N:16]=2)=[O:14])[CH:9]=[N:8]1)#[N:2].C[Si](C)(C)CCOCN1C2CCCCC=2C(C(O)=O)=N1, predict the reaction product. The product is: [C:1]([C:3]1[CH:4]=[C:5]([CH:29]=[CH:30][CH:31]=1)[CH2:6][N:7]1[CH:11]=[C:10]([NH:12][C:13]([C:15]2[C:23]3[CH2:22][CH2:21][CH2:20][CH2:19][C:18]=3[NH:17][N:16]=2)=[O:14])[CH:9]=[N:8]1)#[N:2]. (3) Given the reactants [CH3:1][N:2]1[C@@H:12]2[CH2:13][C:14]3[CH:19]=[CH:18][C:17]([OH:20])=[C:16]4[O:21][C@H:6]5[C:7]([CH:9]=[CH:10][C@:11]2([OH:22])[C@:5]5([C:15]=34)[CH2:4][CH2:3]1)=[O:8].[C:23](OCC=C)(=O)[CH3:24].C(N(CC)CC)C, predict the reaction product. The product is: [CH2:23]=[CH:24][CH2:1][N:2]1[C@@H:12]2[CH2:13][C:14]3[CH:19]=[CH:18][C:17]([OH:20])=[C:16]4[O:21][C@H:6]5[C:7]([CH2:9][CH2:10][C@:11]2([OH:22])[C@:5]5([C:15]=34)[CH2:4][CH2:3]1)=[O:8]. (4) The product is: [Cl:1][C:2]1[CH:9]=[C:8]([N:10]([CH2:16][CH:17]2[CH2:22][CH2:21][CH2:20][CH2:19][CH2:18]2)[C@H:11]2[CH2:15][CH2:14][N:13]([S:26]([CH2:25][C:24]([F:31])([F:30])[F:23])(=[O:28])=[O:27])[CH2:12]2)[CH:7]=[CH:6][C:3]=1[C:4]#[N:5]. Given the reactants [Cl:1][C:2]1[CH:9]=[C:8]([N:10]([CH2:16][CH:17]2[CH2:22][CH2:21][CH2:20][CH2:19][CH2:18]2)[C@H:11]2[CH2:15][CH2:14][NH:13][CH2:12]2)[CH:7]=[CH:6][C:3]=1[C:4]#[N:5].[F:23][C:24]([F:31])([F:30])[CH2:25][S:26](Cl)(=[O:28])=[O:27], predict the reaction product. (5) Given the reactants [CH3:1][O:2][C:3]([C:5]1[C:14]2[O:13][CH2:12][CH:11]([C:15]3[CH:16]=[N:17][CH:18]=[C:19]([C:22](=O)[NH2:23])[C:20]=3[CH3:21])[O:10][C:9]=2[CH:8]=[CH:7][CH:6]=1)=[O:4].N1C=CC=CC=1.FC(F)(F)C(OC(=O)C(F)(F)F)=O.C([O-])(O)=O.[Na+], predict the reaction product. The product is: [CH3:1][O:2][C:3]([C:5]1[C:14]2[O:13][CH2:12][CH:11]([C:15]3[CH:16]=[N:17][CH:18]=[C:19]([C:22]#[N:23])[C:20]=3[CH3:21])[O:10][C:9]=2[CH:8]=[CH:7][CH:6]=1)=[O:4]. (6) Given the reactants [O-]CC.[Na+].C(OP([CH2:13][C:14]([O:16]CC)=[O:15])(OCC)=O)C.[CH3:19][C:20]([CH3:24])([CH3:23])[CH:21]=O.[OH-].[Na+].Cl, predict the reaction product. The product is: [CH3:19][C:20]([CH3:24])([CH3:23])[CH:21]=[CH:13][C:14]([OH:16])=[O:15].